Dataset: Reaction yield outcomes from USPTO patents with 853,638 reactions. Task: Predict the reaction yield, written as a fraction of the theoretical maximum amount of product (1.0 means a 100% yield; for example, 0.34 means a 34% yield). (1) The reactants are O=[CH:2][C:3]1[CH:11]=[CH:10][C:8]([OH:9])=[C:5]([O:6][CH3:7])[CH:4]=1.[C:12]([CH2:15][C:16](=[O:18])[CH3:17])(=[O:14])[CH3:13]. No catalyst specified. The product is [CH3:7][O:6][C:5]1[C:8]([OH:9])=[CH:10][CH:11]=[C:3](/[CH:2]=[CH:13]/[C:12]([CH2:15][C:16](/[CH:17]=[CH:2]/[C:3]2[CH:4]=[C:5]([O:6][CH3:7])[C:8]([OH:9])=[CH:10][CH:11]=2)=[O:18])=[O:14])[CH:4]=1. The yield is 0.800. (2) The reactants are [F:1][C:2]1[CH:11]=[C:10]([CH:12]=[O:13])[CH:9]=[CH:8][C:3]=1[C:4]([O:6][CH3:7])=[O:5].[CH2:14](O)[CH2:15][OH:16]. The catalyst is C1C=CC=CC=1.O.C1(C)C=CC(S(O)(=O)=O)=CC=1. The product is [O:13]1[CH2:14][CH2:15][O:16][CH:12]1[C:10]1[CH:9]=[CH:8][C:3]([C:4]([O:6][CH3:7])=[O:5])=[C:2]([F:1])[CH:11]=1. The yield is 0.800. (3) The reactants are [Br:1][C:2]1[CH:13]=[N:12][C:5]2=[N:6][C:7](Cl)=[C:8]([Cl:10])[N:9]=[C:4]2[C:3]=1[CH3:14].[CH3:15][N:16]1[CH2:21][CH2:20][NH:19][CH2:18][CH2:17]1. The catalyst is C(Cl)Cl. The product is [Br:1][C:2]1[CH:13]=[N:12][C:5]2=[N:6][C:7]([N:19]3[CH2:20][CH2:21][N:16]([CH3:15])[CH2:17][CH2:18]3)=[C:8]([Cl:10])[N:9]=[C:4]2[C:3]=1[CH3:14]. The yield is 0.820. (4) The reactants are [NH2:1][C:2]1[CH:3]=[C:4]([CH2:11][N:12]2[CH2:17][C@@H:16]3[CH2:18][C@H:13]2[CH2:14][N:15]3C(OC(C)(C)C)=O)[C:5]2[O:9][CH:8]=[CH:7][C:6]=2[CH:10]=1.[F:26][C:27]([F:39])([F:38])[C:28]1[CH:33]=[CH:32][CH:31]=[CH:30][C:29]=1[S:34]([Cl:37])(=[O:36])=[O:35]. No catalyst specified. The product is [ClH:37].[ClH:37].[C@H:13]12[CH2:18][C@H:16]([NH:15][CH2:14]1)[CH2:17][N:12]2[CH2:11][C:4]1[C:5]2[O:9][CH:8]=[CH:7][C:6]=2[CH:10]=[C:2]([NH:1][S:34]([C:29]2[CH:30]=[CH:31][CH:32]=[CH:33][C:28]=2[C:27]([F:26])([F:38])[F:39])(=[O:36])=[O:35])[CH:3]=1. The yield is 0.340. (5) The reactants are Br[C:2]1[CH:3]=[CH:4][C:5]([F:27])=[C:6]([CH2:8][CH2:9][N:10]2[CH2:15][CH2:14][N:13]([C:16]3[CH:25]=[CH:24][CH:23]=[C:22]4[C:17]=3[CH:18]=[CH:19][C:20]([CH3:26])=[N:21]4)[CH2:12][CH2:11]2)[CH:7]=1.[C:28]([NH2:31])(=[O:30])[CH3:29]. No catalyst specified. The product is [F:27][C:5]1[CH:4]=[CH:3][C:2]([NH:31][C:28](=[O:30])[CH3:29])=[CH:7][C:6]=1[CH2:8][CH2:9][N:10]1[CH2:15][CH2:14][N:13]([C:16]2[CH:25]=[CH:24][CH:23]=[C:22]3[C:17]=2[CH:18]=[CH:19][C:20]([CH3:26])=[N:21]3)[CH2:12][CH2:11]1. The yield is 0.660. (6) The reactants are Cl.[F:2][C:3]([F:20])([F:19])[C:4]1[CH:5]=[C:6]([C:10]#[C:11][C:12]2[CH:13]=[C:14]([NH2:18])[CH:15]=[N:16][CH:17]=2)[CH:7]=[CH:8][CH:9]=1.Cl[C:22]([O:24][CH3:25])=[O:23]. No catalyst specified. The product is [CH3:25][O:24][C:22](=[O:23])[NH:18][C:14]1[CH:15]=[N:16][CH:17]=[C:12]([C:11]#[C:10][C:6]2[CH:7]=[CH:8][CH:9]=[C:4]([C:3]([F:2])([F:19])[F:20])[CH:5]=2)[CH:13]=1. The yield is 0.490.